Dataset: Full USPTO retrosynthesis dataset with 1.9M reactions from patents (1976-2016). Task: Predict the reactants needed to synthesize the given product. (1) Given the product [NH2:42][CH:39]1[CH2:38][CH2:37][N:36]([C:33]2[N:34]=[CH:35][C:30]([C:16]3[CH:17]=[C:18]([N:21]([CH2:28][CH3:29])[CH:22]4[CH2:23][CH2:24][O:25][CH2:26][CH2:27]4)[C:19]([CH3:20])=[C:14]([CH:15]=3)[C:12]([NH:11][CH2:10][C:3]3[C:4](=[O:9])[NH:5][C:6]([CH3:8])=[CH:7][C:2]=3[CH3:1])=[O:13])=[CH:31][CH:32]=2)[CH2:41][CH2:40]1, predict the reactants needed to synthesize it. The reactants are: [CH3:1][C:2]1[CH:7]=[C:6]([CH3:8])[NH:5][C:4](=[O:9])[C:3]=1[CH2:10][NH:11][C:12]([C:14]1[CH:15]=[C:16]([C:30]2[CH:31]=[CH:32][C:33]([N:36]3[CH2:41][CH2:40][CH:39]([NH:42]C(=O)OC(C)(C)C)[CH2:38][CH2:37]3)=[N:34][CH:35]=2)[CH:17]=[C:18]([N:21]([CH2:28][CH3:29])[CH:22]2[CH2:27][CH2:26][O:25][CH2:24][CH2:23]2)[C:19]=1[CH3:20])=[O:13].C(O)(C(F)(F)F)=O. (2) Given the product [CH3:34][C:31]1([CH3:33])[C:30]([CH3:35])([CH3:36])[O:29][B:28]([C:25]2[CH:24]=[CH:23][C:22]([O:21][CH2:20][CH2:19][O:8][CH2:7][C@@H:2]3[CH2:3][O:4][CH2:5][CH2:6][O:1]3)=[CH:27][CH:26]=2)[O:32]1, predict the reactants needed to synthesize it. The reactants are: [O:1]1[CH2:6][CH2:5][O:4][CH2:3][C@H:2]1[CH2:7][OH:8].C1(S(O[CH2:19][CH2:20][O:21][C:22]2[CH:27]=[CH:26][C:25]([B:28]3[O:32][C:31]([CH3:34])([CH3:33])[C:30]([CH3:36])([CH3:35])[O:29]3)=[CH:24][CH:23]=2)(=O)=O)C=CC=CC=1.